From a dataset of Reaction yield outcomes from USPTO patents with 853,638 reactions. Predict the reaction yield, written as a fraction of the theoretical maximum amount of product (1.0 means a 100% yield; for example, 0.34 means a 34% yield). (1) The reactants are Cl.Cl.[CH:3]1([NH:8][C:9]2[N:14]=[C:13]([C:15]3[C:16]([C:25]4[CH:30]=[CH:29][C:28]([F:31])=[CH:27][CH:26]=4)=[N:17][N:18]4[CH:23]=[C:22]([NH2:24])[CH:21]=[CH:20][C:19]=34)[CH:12]=[CH:11][N:10]=2)[CH2:7][CH2:6][CH2:5][CH2:4]1.[C:32]1(=O)[CH2:36][CH2:35][CH2:34][CH2:33]1.C(O)(=O)C.C(O[BH-](OC(=O)C)OC(=O)C)(=O)C.[Na+]. The catalyst is ClCCCl. The product is [CH:32]1([NH:24][C:22]2[CH:21]=[CH:20][C:19]3[N:18]([N:17]=[C:16]([C:25]4[CH:26]=[CH:27][C:28]([F:31])=[CH:29][CH:30]=4)[C:15]=3[C:13]3[CH:12]=[CH:11][N:10]=[C:9]([NH:8][CH:3]4[CH2:7][CH2:6][CH2:5][CH2:4]4)[N:14]=3)[CH:23]=2)[CH2:36][CH2:35][CH2:34][CH2:33]1. The yield is 0.450. (2) The reactants are [C:1]([C:3]1[CH:12]=[CH:11][C:6]([C:7]([O:9][CH3:10])=[O:8])=[CH:5][CH:4]=1)#[CH:2].Br[C:14](Br)=[CH:15][C:16]1[CH:17]=[N:18][N:19]([CH3:21])[CH:20]=1.CCN(CC)CC. The catalyst is CN(C=O)C.CCOC(C)=O.C1C=CC(/C=C/C(/C=C/C2C=CC=CC=2)=O)=CC=1.C1C=CC(/C=C/C(/C=C/C2C=CC=CC=2)=O)=CC=1.C1C=CC(/C=C/C(/C=C/C2C=CC=CC=2)=O)=CC=1.[Pd].[Pd].COC1C=CC(P(C2C=CC(OC)=CC=2)C2C=CC(OC)=CC=2)=CC=1. The product is [CH3:21][N:19]1[CH:20]=[C:16]([C:15]#[C:14][C:2]#[C:1][C:3]2[CH:12]=[CH:11][C:6]([C:7]([O:9][CH3:10])=[O:8])=[CH:5][CH:4]=2)[CH:17]=[N:18]1. The yield is 0.600.